The task is: Predict the reaction yield, written as a fraction of the theoretical maximum amount of product (1.0 means a 100% yield; for example, 0.34 means a 34% yield).. This data is from Reaction yield outcomes from USPTO patents with 853,638 reactions. (1) The reactants are [Cl:1][C:2]1[CH:3]=[C:4]([NH:12][C:13]2[C:18]([C:19]#[N:20])=[CH:17][N:16]=[CH:15][C:14]=2[C:21]2[O:22][C:23]3[CH:29]=[CH:28][C:27]([CH2:30][N:31]4[CH2:36][CH2:35][N:34](C(OC(C)(C)C)=O)[CH2:33][CH2:32]4)=[CH:26][C:24]=3[CH:25]=2)[C:5]([CH3:11])=[C:6]2[C:10]=1[NH:9][CH:8]=[CH:7]2. The catalyst is C(Cl)Cl.FC(F)(F)C(O)=O. The product is [Cl:1][C:2]1[CH:3]=[C:4]([NH:12][C:13]2[C:18]([C:19]#[N:20])=[CH:17][N:16]=[CH:15][C:14]=2[C:21]2[O:22][C:23]3[CH:29]=[CH:28][C:27]([CH2:30][N:31]4[CH2:36][CH2:35][NH:34][CH2:33][CH2:32]4)=[CH:26][C:24]=3[CH:25]=2)[C:5]([CH3:11])=[C:6]2[C:10]=1[NH:9][CH:8]=[CH:7]2. The yield is 1.00. (2) The reactants are [C:1](=[O:19])([O:17][CH3:18])[O:2][C:3]1[C:8]([N+:9]([O-])=O)=[CH:7][C:6]([F:12])=[CH:5][C:4]=1[C:13]([CH3:16])([CH3:15])[CH3:14].C([O-])=O.[NH4+]. The catalyst is CCO.[Pd]. The product is [C:1](=[O:19])([O:17][CH3:18])[O:2][C:3]1[C:8]([NH2:9])=[CH:7][C:6]([F:12])=[CH:5][C:4]=1[C:13]([CH3:14])([CH3:15])[CH3:16]. The yield is 0.270. (3) The reactants are Br[CH:2]([CH:7](Br)[C:8]1[CH:9]=[C:10]2[C:15](=[CH:16][CH:17]=1)[N:14]=[CH:13][CH:12]=[C:11]2[C:18]1[CH:23]=[CH:22][N:21]=[CH:20][CH:19]=1)[C:3]([O:5][CH3:6])=[O:4].[OH-].[K+].[CH2:27](O)C. No catalyst specified. The product is [N:21]1[CH:22]=[CH:23][C:18]([C:11]2[C:10]3[C:15](=[CH:16][CH:17]=[C:8]([C:7]#[C:2][C:3]([O:5][CH2:6][CH3:27])=[O:4])[CH:9]=3)[N:14]=[CH:13][CH:12]=2)=[CH:19][CH:20]=1. The yield is 0.600. (4) The reactants are C1(P(C2C=CC=CC=2)C2C=CC=CC=2)C=CC=CC=1.[N:20]1[C:29]2[NH:28][CH2:27][CH2:26][CH2:25][C:24]=2[CH:23]=[CH:22][C:21]=1[CH2:30][CH2:31][OH:32].[C:33]([O:37][C:38]([NH:40][C@H:41]([C:50]([O:52][CH3:53])=[O:51])[CH2:42][C:43]1[CH:48]=[CH:47][C:46](O)=[CH:45][N:44]=1)=[O:39])([CH3:36])([CH3:35])[CH3:34]. The catalyst is C(Cl)Cl. The product is [C:33]([O:37][C:38]([NH:40][C@H:41]([C:50]([O:52][CH3:53])=[O:51])[CH2:42][C:43]1[CH:48]=[CH:47][C:46]([O:32][CH2:31][CH2:30][C:21]2[CH:22]=[CH:23][C:24]3[CH2:25][CH2:26][CH2:27][NH:28][C:29]=3[N:20]=2)=[CH:45][N:44]=1)=[O:39])([CH3:35])([CH3:36])[CH3:34]. The yield is 0.370. (5) The reactants are [Cl:1][C:2]1[N:7]=[C:6]([NH:8][CH2:9][CH2:10][OH:11])[C:5](I)=[CH:4][N:3]=1.[S:13]1[CH:17]=[CH:16][CH:15]=[C:14]1B(O)O. No catalyst specified. The product is [Cl:1][C:2]1[N:7]=[C:6]([NH:8][CH2:9][CH2:10][OH:11])[C:5]([C:14]2[S:13][CH:17]=[CH:16][CH:15]=2)=[CH:4][N:3]=1. The yield is 0.820.